This data is from NCI-60 drug combinations with 297,098 pairs across 59 cell lines. The task is: Regression. Given two drug SMILES strings and cell line genomic features, predict the synergy score measuring deviation from expected non-interaction effect. (1) Drug 1: CC1=C2C(C(=O)C3(C(CC4C(C3C(C(C2(C)C)(CC1OC(=O)C(C(C5=CC=CC=C5)NC(=O)OC(C)(C)C)O)O)OC(=O)C6=CC=CC=C6)(CO4)OC(=O)C)OC)C)OC. Drug 2: CC1C(C(CC(O1)OC2CC(CC3=C2C(=C4C(=C3O)C(=O)C5=C(C4=O)C(=CC=C5)OC)O)(C(=O)CO)O)N)O.Cl. Cell line: UACC62. Synergy scores: CSS=50.6, Synergy_ZIP=-4.25, Synergy_Bliss=-4.59, Synergy_Loewe=0.662, Synergy_HSA=0.908. (2) Cell line: EKVX. Drug 2: C(CCl)NC(=O)N(CCCl)N=O. Synergy scores: CSS=1.57, Synergy_ZIP=3.70, Synergy_Bliss=4.77, Synergy_Loewe=4.99, Synergy_HSA=3.18. Drug 1: C1=CC(=CC=C1C#N)C(C2=CC=C(C=C2)C#N)N3C=NC=N3. (3) Drug 1: CN(CC1=CN=C2C(=N1)C(=NC(=N2)N)N)C3=CC=C(C=C3)C(=O)NC(CCC(=O)O)C(=O)O. Synergy scores: CSS=6.59, Synergy_ZIP=-6.62, Synergy_Bliss=-9.59, Synergy_Loewe=-42.4, Synergy_HSA=-9.20. Cell line: SK-MEL-28. Drug 2: C(CN)CNCCSP(=O)(O)O. (4) Drug 1: C1=CC(=CC=C1CCCC(=O)O)N(CCCl)CCCl. Drug 2: N.N.Cl[Pt+2]Cl. Cell line: SK-MEL-2. Synergy scores: CSS=8.18, Synergy_ZIP=-1.70, Synergy_Bliss=4.51, Synergy_Loewe=0.927, Synergy_HSA=1.26.